This data is from Full USPTO retrosynthesis dataset with 1.9M reactions from patents (1976-2016). The task is: Predict the reactants needed to synthesize the given product. Given the product [CH3:1][O:2][C:3](=[O:12])[C:4]1[CH:9]=[CH:8][C:7]([CH:10]=[C:17]2[S:13][C:14](=[O:19])[NH:15][C:16]2=[O:18])=[CH:6][CH:5]=1, predict the reactants needed to synthesize it. The reactants are: [CH3:1][O:2][C:3](=[O:12])[C:4]1[CH:9]=[CH:8][C:7]([CH:10]=O)=[CH:6][CH:5]=1.[S:13]1[CH2:17][C:16](=[O:18])[NH:15][C:14]1=[O:19].N1CCCCC1.